Dataset: Reaction yield outcomes from USPTO patents with 853,638 reactions. Task: Predict the reaction yield, written as a fraction of the theoretical maximum amount of product (1.0 means a 100% yield; for example, 0.34 means a 34% yield). (1) The reactants are [NH2:1][C:2]1[N:7]=[C:6]([N:8]([CH3:15])[C:9]2[CH:14]=[CH:13][CH:12]=[CH:11][CH:10]=2)[N:5]=[C:4]([C:16]#[N:17])[N:3]=1.Cl.[NH2:19][OH:20].[C:21](=O)([O-])O.[Na+]. The yield is 0.600. The catalyst is CCO.O. The product is [NH2:1][C:2]1[N:7]=[C:6]([N:8]([CH3:15])[C:9]2[CH:14]=[CH:13][CH:12]=[C:11]([CH3:21])[CH:10]=2)[N:5]=[C:4]([C:16]([NH:19][OH:20])=[NH:17])[N:3]=1. (2) The reactants are [Cl-].[C:2]([O:6][C:7](=[O:10])[CH2:8][Zn+])([CH3:5])([CH3:4])[CH3:3].[Cl:11][C:12]1[CH:40]=[CH:39][C:15]([C:16]([C:18]2[C:22]([CH3:23])=[C:21]([CH3:24])[S:20][C:19]=2[C:25]2[C:26]([CH3:38])=[N:27][O:28][C:29]=2/[CH:30]=[N:31]/[S@@:32]([C:34]([CH3:37])([CH3:36])[CH3:35])=[O:33])=[O:17])=[CH:14][CH:13]=1.[NH4+].[Cl-].CCOC(C)=O. The catalyst is C1COCC1. The product is [Cl:11][C:12]1[CH:13]=[CH:14][C:15]([C:16]([C:18]2[C:22]([CH3:23])=[C:21]([CH3:24])[S:20][C:19]=2[C:25]2[C:26]([CH3:38])=[N:27][O:28][C:29]=2[C@H:30]([NH:31][S@@:32]([C:34]([CH3:35])([CH3:36])[CH3:37])=[O:33])[CH2:8][C:7]([O:6][C:2]([CH3:5])([CH3:4])[CH3:3])=[O:10])=[O:17])=[CH:39][CH:40]=1. The yield is 0.310.